Task: Predict the reaction yield, written as a fraction of the theoretical maximum amount of product (1.0 means a 100% yield; for example, 0.34 means a 34% yield).. Dataset: Reaction yield outcomes from USPTO patents with 853,638 reactions (1) The reactants are [Cl-].O[NH3+:3].[C:4](=[O:7])([O-])[OH:5].[Na+].CS(C)=O.[F:13][C:14]1[CH:15]=[C:16]([C:41]2[C:42]([C:47]#[N:48])=[CH:43][CH:44]=[CH:45][CH:46]=2)[CH:17]=[CH:18][C:19]=1[CH2:20][C:21]1[C:22](=[O:40])[N:23]([CH:34]2[CH2:39][CH2:38][O:37][CH2:36][CH2:35]2)[C:24]2[N:25]([N:30]=[C:31]([CH3:33])[N:32]=2)[C:26]=1[CH2:27][CH2:28][CH3:29]. The catalyst is C(OCC)(=O)C. The product is [F:13][C:14]1[CH:15]=[C:16]([C:41]2[CH:46]=[CH:45][CH:44]=[CH:43][C:42]=2[C:47]2[NH:3][C:4](=[O:7])[O:5][N:48]=2)[CH:17]=[CH:18][C:19]=1[CH2:20][C:21]1[C:22](=[O:40])[N:23]([CH:34]2[CH2:35][CH2:36][O:37][CH2:38][CH2:39]2)[C:24]2[N:25]([N:30]=[C:31]([CH3:33])[N:32]=2)[C:26]=1[CH2:27][CH2:28][CH3:29]. The yield is 0.490. (2) The product is [CH3:17][N:11]1[CH2:10][CH2:9][C:8]2[C:13](=[CH:14][CH:15]=[C:6]([C:2]3[S:1][CH:5]=[CH:4][CH:3]=3)[CH:7]=2)[C:12]1=[O:16]. The yield is 0.780. No catalyst specified. The reactants are [S:1]1[CH:5]=[CH:4][CH:3]=[C:2]1[C:6]1[CH:7]=[C:8]2[C:13](=[CH:14][CH:15]=1)[C:12](=[O:16])[NH:11][CH2:10][CH2:9]2.[CH3:17]I. (3) The reactants are [C:1]([C:5]1[CH:10]=[C:9]([OH:11])[C:8]([OH:12])=[C:7]([CH3:13])[CH:6]=1)([CH3:4])([CH3:3])[CH3:2].Cl[C:15]([O:17][CH2:18][CH3:19])=[O:16]. No catalyst specified. The product is [C:15](=[O:16])([O:17][CH2:18][CH3:19])[O:11][C:9]1[CH:10]=[C:5]([C:1]([CH3:4])([CH3:3])[CH3:2])[CH:6]=[C:7]([CH3:13])[C:8]=1[O:12][C:15](=[O:16])[O:17][CH2:18][CH3:19]. The yield is 0.814. (4) The yield is 0.750. The product is [CH3:7][C:5]1[S:6][C:2]([NH:12][C:15](=[O:24])[O:38][C:34]([CH3:37])([CH3:36])[CH3:35])=[CH:3][CH:4]=1. The reactants are C[C:2]1[S:6][C:5]([C:7](O)=O)=[CH:4][CH:3]=1.CC[N:12]([CH2:15]C)CC.C1(P(N=[N+]=[N-])(C2C=CC=CC=2)=[O:24])C=CC=CC=1.[C:34]([OH:38])([CH3:37])([CH3:36])[CH3:35]. No catalyst specified. (5) The reactants are C[Al](C)C.C(N(C(C)C)CC)(C)C.[C:14](Br)(=[O:16])[CH3:15].[CH3:18][O:19][CH:20]([CH2:24][CH2:25][CH2:26][CH2:27][CH2:28][CH2:29][CH2:30][CH2:31][CH3:32])[CH2:21][CH:22]=[O:23].Cl. The catalyst is C(Cl)Cl. The product is [CH3:18][O:19][CH:20]([CH2:24][CH2:25][CH2:26][CH2:27][CH2:28][CH2:29][CH2:30][CH2:31][CH3:32])[CH2:21][C@H:22]1[O:23][C:14](=[O:16])[CH2:15]1. The yield is 0.770. (6) The reactants are [N:1]1[CH:6]=[CH:5][CH:4]=[C:3]([C:7]2[CH:8]=[C:9]([CH:11]=[CH:12][CH:13]=2)[NH2:10])[CH:2]=1.Cl[C:15]([O:17][C:18]1[CH:23]=[CH:22][CH:21]=[CH:20][CH:19]=1)=[O:16].C(N(CC)CC)C. The catalyst is O1CCCC1. The product is [C:18]1([O:17][C:15](=[O:16])[NH:10][C:9]2[CH:11]=[CH:12][CH:13]=[C:7]([C:3]3[CH:2]=[N:1][CH:6]=[CH:5][CH:4]=3)[CH:8]=2)[CH:23]=[CH:22][CH:21]=[CH:20][CH:19]=1. The yield is 0.680.